This data is from Forward reaction prediction with 1.9M reactions from USPTO patents (1976-2016). The task is: Predict the product of the given reaction. (1) Given the reactants [CH2:1]([O:8][CH2:9][C@@H:10]([NH:14]C(OC(C)(C)C)=O)[C:11]([OH:13])=[O:12])[C:2]1[CH:7]=[CH:6][CH:5]=[CH:4][CH:3]=1.[CH3:22]O, predict the reaction product. The product is: [CH3:22][O:13][C:11](=[O:12])[C@H:10]([NH2:14])[CH2:9][O:8][CH2:1][C:2]1[CH:7]=[CH:6][CH:5]=[CH:4][CH:3]=1. (2) Given the reactants CC(C)([O-])C.[K+].[OH:7][CH2:8][C:9]1[CH:10]=[C:11]([C:15]([OH:17])=[O:16])[CH:12]=[CH:13][CH:14]=1.[NH2:18][C:19]1[C:24]([C:25]#[N:26])=[C:23]([C:27]2[CH:32]=[CH:31][CH:30]=[CH:29][CH:28]=2)[C:22]([C:33]#[N:34])=[C:21](SC2C=CC=CC=2)[N:20]=1.Cl.C[O:44][CH2:45][CH2:46][O:47]C, predict the reaction product. The product is: [NH2:18][C:19]1[N:20]=[C:21]([O:7][CH2:8][C:9]2[CH:10]=[C:11]([C:15]([OH:17])=[O:16])[CH:12]=[CH:13][CH:14]=2)[C:22]([C:33]#[N:34])=[C:23]([C:27]2[CH:28]=[CH:29][C:30]([O:44][CH2:45][CH2:46][OH:47])=[CH:31][CH:32]=2)[C:24]=1[C:25]#[N:26].